From a dataset of Reaction yield outcomes from USPTO patents with 853,638 reactions. Predict the reaction yield, written as a fraction of the theoretical maximum amount of product (1.0 means a 100% yield; for example, 0.34 means a 34% yield). (1) The reactants are [C:1]([O:5][C:6]([N:8]1[CH2:13][CH2:12][CH2:11][CH:10]([OH:14])[CH2:9]1)=[O:7])([CH3:4])([CH3:3])[CH3:2].CC(OI1(OC(C)=O)(OC(C)=O)OC(=O)C2C=CC=CC1=2)=O.C([O-])(O)=O.[Na+].S([O-])([O-])(=O)=S.[Na+].[Na+]. The catalyst is C(Cl)Cl. The product is [C:1]([O:5][C:6]([N:8]1[CH2:13][CH2:12][CH2:11][C:10](=[O:14])[CH2:9]1)=[O:7])([CH3:4])([CH3:2])[CH3:3]. The yield is 0.950. (2) The yield is 0.370. The product is [C:16]1([CH2:12][CH2:13][C:14]#[C:15][C:2]2[CH:11]=[CH:10][C:9]3[C:4](=[CH:5][CH:6]=[CH:7][CH:8]=3)[N:3]=2)[CH:21]=[CH:20][CH:19]=[CH:18][CH:17]=1. No catalyst specified. The reactants are Cl[C:2]1[CH:11]=[CH:10][C:9]2[C:4](=[CH:5][CH:6]=[CH:7][CH:8]=2)[N:3]=1.[CH2:12]([C:16]1[CH:21]=[CH:20][CH:19]=[CH:18][CH:17]=1)[CH2:13][C:14]#[CH:15].